From a dataset of Peptide-MHC class II binding affinity with 134,281 pairs from IEDB. Regression. Given a peptide amino acid sequence and an MHC pseudo amino acid sequence, predict their binding affinity value. This is MHC class II binding data. (1) The peptide sequence is TFTWTLSDSEGNETP. The MHC is DRB1_0101 with pseudo-sequence DRB1_0101. The binding affinity (normalized) is 0.00881. (2) The peptide sequence is FFRNVVWLIKKNSTYPT. The MHC is DRB1_0802 with pseudo-sequence DRB1_0802. The binding affinity (normalized) is 0.342. (3) The peptide sequence is LDAKSTWYGKPTGAG. The MHC is DRB5_0101 with pseudo-sequence DRB5_0101. The binding affinity (normalized) is 0.0901. (4) The peptide sequence is DPEDSALLEDPA. The MHC is DRB1_0701 with pseudo-sequence DRB1_0701. The binding affinity (normalized) is 0.0113. (5) The peptide sequence is EEWEPLTKKGNVWEV. The MHC is DRB1_0802 with pseudo-sequence DRB1_0802. The binding affinity (normalized) is 0.355. (6) The peptide sequence is FKTFEAAFTSSSKAA. The MHC is HLA-DPA10103-DPB10301 with pseudo-sequence HLA-DPA10103-DPB10301. The binding affinity (normalized) is 0.423. (7) The peptide sequence is FLVKNAGYLVGRKPL. The MHC is DRB1_0101 with pseudo-sequence DRB1_0101. The binding affinity (normalized) is 0.755. (8) The peptide sequence is LVGPTPVNIIGRNLMTQIGC. The MHC is DRB1_1101 with pseudo-sequence DRB1_1101. The binding affinity (normalized) is 0.315. (9) The MHC is DRB1_0405 with pseudo-sequence DRB1_0405. The binding affinity (normalized) is 0.554. The peptide sequence is SSMHLIVQNAYKQMI.